Dataset: Full USPTO retrosynthesis dataset with 1.9M reactions from patents (1976-2016). Task: Predict the reactants needed to synthesize the given product. (1) Given the product [F:22][C:23]1[CH:28]=[CH:27][C:26]([S:29]([NH:1][C@H:2]2[CH2:21][N:6]3[C:7]4[C:12]([C:13]([CH2:14][C:15]([O:17][CH2:18][CH2:19][CH3:20])=[O:16])=[C:5]3[CH2:4][CH2:3]2)=[CH:11][CH:10]=[CH:9][CH:8]=4)(=[O:31])=[O:30])=[CH:25][CH:24]=1, predict the reactants needed to synthesize it. The reactants are: [NH2:1][C@H:2]1[CH2:21][N:6]2[C:7]3[C:12]([C:13]([CH2:14][C:15]([O:17][CH2:18][CH2:19][CH3:20])=[O:16])=[C:5]2[CH2:4][CH2:3]1)=[CH:11][CH:10]=[CH:9][CH:8]=3.[F:22][C:23]1[CH:28]=[CH:27][C:26]([S:29](Cl)(=[O:31])=[O:30])=[CH:25][CH:24]=1.C(N(CC)CC)C. (2) Given the product [Cl:11][C:4]1[CH:3]=[C:2]([NH:25][CH2:24][C:20]2[CH:21]=[CH:22][CH:23]=[C:18]([C:13]3[CH:14]=[CH:15][CH:16]=[CH:17][N:12]=3)[CH:19]=2)[C:7]([C:8]([NH2:10])=[O:9])=[CH:6][N:5]=1, predict the reactants needed to synthesize it. The reactants are: Cl[C:2]1[C:7]([C:8]([NH2:10])=[O:9])=[CH:6][N:5]=[C:4]([Cl:11])[CH:3]=1.[N:12]1[CH:17]=[CH:16][CH:15]=[CH:14][C:13]=1[C:18]1[CH:19]=[C:20]([CH2:24][NH2:25])[CH:21]=[CH:22][CH:23]=1.CCN(C(C)C)C(C)C.O. (3) Given the product [CH2:1]([N:3]([CH:28]1[CH2:33][CH2:32][O:31][CH2:30][CH2:29]1)[C:4]1[C:19]2[CH2:18][CH2:17][CH2:16][CH2:15][CH:14]([CH3:20])[C:13]3[CH:21]=[C:22]([CH3:26])[NH:23][C:24](=[O:25])[C:12]=3[CH2:11][NH:10][C:9](=[O:27])[C:8]=2[CH:7]=[CH:6][CH:5]=1)[CH3:2], predict the reactants needed to synthesize it. The reactants are: [CH2:1]([N:3]([CH:28]1[CH2:33][CH2:32][O:31][CH2:30][CH2:29]1)[C:4]1[C:19]2[CH2:18][CH:17]=[CH:16][CH2:15][CH:14]([CH3:20])[C:13]3[CH:21]=[C:22]([CH3:26])[NH:23][C:24](=[O:25])[C:12]=3[CH2:11][NH:10][C:9](=[O:27])[C:8]=2[CH:7]=[CH:6][CH:5]=1)[CH3:2]. (4) Given the product [CH3:19][O:18][C:11]1[C:10]([CH:2]2[N:1]([CH2:31][C:29]3[N:30]=[C:26]([C:20]4[CH:21]=[CH:22][CH:23]=[CH:24][CH:25]=4)[S:27][CH:28]=3)[C:6](=[O:8])[CH2:5][CH2:4][CH2:3]2)=[C:15]([O:16][CH3:17])[CH:14]=[CH:13][N:12]=1, predict the reactants needed to synthesize it. The reactants are: [NH2:1][CH:2]([C:10]1[C:11]([O:18][CH3:19])=[N:12][CH:13]=[CH:14][C:15]=1[O:16][CH3:17])[CH2:3][CH2:4][CH2:5][C:6]([O:8]C)=O.[C:20]1([C:26]2[S:27][CH:28]=[C:29]([CH:31]=O)[N:30]=2)[CH:25]=[CH:24][CH:23]=[CH:22][CH:21]=1. (5) The reactants are: F[C:2](F)(F)[C:3]([O-])=[O:4].[F:8][C:9]1[C:10]([O:32][CH2:33][CH2:34][CH:35]2[CH2:40][CH2:39][NH:38][CH2:37][CH2:36]2)=[C:11]2[C:16](=[CH:17][CH:18]=1)[N:15]=[C:14]([C:19]([NH:21][CH2:22][C:23]1[CH:28]=[CH:27][CH:26]=[C:25]([O:29][CH3:30])[CH:24]=1)=[O:20])[NH:13][C:12]2=[O:31].C(N(CC)CC)C.BrC(O)C.C1(S)C=CC=CC=1. Given the product [F:8][C:9]1[C:10]([O:32][CH2:33][CH2:34][CH:35]2[CH2:40][CH2:39][N:38]([CH2:2][CH2:3][OH:4])[CH2:37][CH2:36]2)=[C:11]2[C:16](=[CH:17][CH:18]=1)[N:15]=[C:14]([C:19]([NH:21][CH2:22][C:23]1[CH:28]=[CH:27][CH:26]=[C:25]([O:29][CH3:30])[CH:24]=1)=[O:20])[NH:13][C:12]2=[O:31], predict the reactants needed to synthesize it. (6) Given the product [Br:10][C:11]1[CH:12]=[C:13]([C@H:14]([NH:15][S@:16]([C:18]([CH3:21])([CH3:20])[CH3:19])=[O:17])[CH2:4][N+:1]([O-:3])=[O:2])[CH:22]=[C:23]([F:25])[CH:24]=1, predict the reactants needed to synthesize it. The reactants are: [N+:1]([CH3:4])([O-:3])=[O:2].[Li]CCCC.[Br:10][C:11]1[CH:12]=[C:13]([CH:22]=[C:23]([F:25])[CH:24]=1)/[CH:14]=[N:15]/[S@:16]([C:18]([CH3:21])([CH3:20])[CH3:19])=[O:17]. (7) Given the product [Br:1][C:2]1[C:11]([CH3:12])=[CH:10][C:9]2[C:4](=[CH:5][CH:6]=[C:7]([O:13][CH3:14])[CH:8]=2)[C:3]=1[OH:15], predict the reactants needed to synthesize it. The reactants are: [Br:1][C:2]1(Br)[CH:11]([CH3:12])[CH2:10][C:9]2[C:4](=[CH:5][CH:6]=[C:7]([O:13][CH3:14])[CH:8]=2)[C:3]1=[O:15].N12CCCN=C1CCCCC2. (8) Given the product [OH:1][C:2]1[CH:11]=[C:10]([C:12]#[C:13][C:14]2[CH:19]=[CH:18][CH:17]=[CH:16][CH:15]=2)[CH:9]=[CH:8][C:3]=1[C:4]([OH:6])=[O:5], predict the reactants needed to synthesize it. The reactants are: [OH:1][C:2]1[CH:11]=[C:10]([C:12]#[C:13][C:14]2[CH:19]=[CH:18][CH:17]=[CH:16][CH:15]=2)[CH:9]=[CH:8][C:3]=1[C:4]([O:6]C)=[O:5].[OH-].[Na+].CC(=O)OCC. (9) Given the product [Cl:25][C:26]1[CH:31]=[CH:30][C:29]([C:32]2[C:33]3[N:46]([CH3:2])[C:45](=[O:47])[CH:44]=[CH:43][C:34]=3[C:35]3[C:41]([CH3:42])=[N:40][O:39][C:36]=3[CH2:37][N:38]=2)=[CH:28][CH:27]=1, predict the reactants needed to synthesize it. The reactants are: Cl[C:2]1C=CC(C2C3C(=O)N(C)C=CC=3C3C(C)=NOC=3CN=2)=CC=1.[Cl:25][C:26]1[CH:31]=[CH:30][C:29]([C:32]2[C:33]3[NH:46][C:45](=[O:47])[CH:44]=[CH:43][C:34]=3[C:35]3[C:41]([CH3:42])=[N:40][O:39][C:36]=3[CH2:37][N:38]=2)=[CH:28][CH:27]=1.ClC1C=CC(C2C3C(=O)NC=CC=3C3C(C)=NOC=3CN=2)=CC=1. (10) Given the product [CH2:1]([O:3][C:4](=[O:31])[C:5]([O:8][C:9]1[CH:14]=[CH:13][C:12]([O:15][CH2:16][CH2:17][C:18]2[N:19]=[C:20]([C:24]3[CH:29]=[CH:28][C:27]([C:37]4[C:33]([CH3:32])=[N:34][O:35][C:36]=4[CH3:41])=[CH:26][CH:25]=3)[O:21][C:22]=2[CH3:23])=[CH:11][CH:10]=1)([CH3:7])[CH3:6])[CH3:2], predict the reactants needed to synthesize it. The reactants are: [CH2:1]([O:3][C:4](=[O:31])[C:5]([O:8][C:9]1[CH:14]=[CH:13][C:12]([O:15][CH2:16][CH2:17][C:18]2[N:19]=[C:20]([C:24]3[CH:29]=[CH:28][C:27](Br)=[CH:26][CH:25]=3)[O:21][C:22]=2[CH3:23])=[CH:11][CH:10]=1)([CH3:7])[CH3:6])[CH3:2].[CH3:32][C:33]1[C:37](B(O)O)=[C:36]([CH3:41])[O:35][N:34]=1.C(O)C.C([O-])([O-])=O.[Na+].[Na+].